Dataset: Full USPTO retrosynthesis dataset with 1.9M reactions from patents (1976-2016). Task: Predict the reactants needed to synthesize the given product. (1) Given the product [N:32]1([NH:38][C:3]([C:4]2[CH:10]=[C:11]([C:13]3[CH:18]=[C:17]([O:19][CH3:20])[CH:16]=[CH:15][C:14]=3[O:21][CH3:22])[N:31]([CH2:23][CH2:24][C:25]3[CH:30]=[CH:29][CH:28]=[CH:27][CH:26]=3)[C:5]=2[CH3:6])=[O:2])[CH2:37][CH2:36][CH2:35][CH2:34][CH2:33]1, predict the reactants needed to synthesize it. The reactants are: C[O:2][C:3](=O)[CH2:4][C:5](=O)[CH3:6].Br[CH2:10][C:11]([C:13]1[CH:18]=[C:17]([O:19][CH3:20])[CH:16]=[CH:15][C:14]=1[O:21][CH3:22])=O.[CH2:23]([NH2:31])[CH2:24][C:25]1[CH:30]=[CH:29][CH:28]=[CH:27][CH:26]=1.[N:32]1([NH2:38])[CH2:37][CH2:36][CH2:35][CH2:34][CH2:33]1. (2) Given the product [NH2:13][C:12]1[C:6]2[CH:7]=[N:8][C:9]3[CH:10]=[CH:11][C:2]([F:1])=[CH:3][C:4]=3[C:5]=2[S:14][C:21]=1[C:20]([C:19]1[CH:24]=[CH:25][C:16]([F:15])=[CH:17][CH:18]=1)=[O:23], predict the reactants needed to synthesize it. The reactants are: [F:1][C:2]1[CH:3]=[C:4]2[C:9](=[CH:10][CH:11]=1)[N:8]=[CH:7][C:6]([C:12]#[N:13])=[C:5]2[SH:14].[F:15][C:16]1[CH:25]=[CH:24][C:19]([C:20](=[O:23])[CH2:21]Br)=[CH:18][CH:17]=1.[OH-].[Na+]. (3) Given the product [Br:1][C:2]1[CH:7]=[CH:6][N:5]=[C:4]([CH:8]([NH:10][C:11](=[O:13])[CH3:12])[CH3:9])[CH:3]=1, predict the reactants needed to synthesize it. The reactants are: [Br:1][C:2]1[CH:7]=[CH:6][N:5]=[C:4]([CH:8]([NH2:10])[CH3:9])[CH:3]=1.[C:11](OC(=O)C)(=[O:13])[CH3:12].